This data is from Forward reaction prediction with 1.9M reactions from USPTO patents (1976-2016). The task is: Predict the product of the given reaction. The product is: [CH:1]1([C:4]2[N:8]([C:9]3[CH:14]=[C:13]([S:15]([Cl:26])(=[O:17])=[O:16])[CH:12]=[CH:11][C:10]=3[Cl:19])[N:7]=[CH:6][C:5]=2[C:20]([O:22][CH2:23][CH3:24])=[O:21])[CH2:3][CH2:2]1. Given the reactants [CH:1]1([C:4]2[N:8]([C:9]3[CH:14]=[C:13]([S:15](O)(=[O:17])=[O:16])[CH:12]=[CH:11][C:10]=3[Cl:19])[N:7]=[CH:6][C:5]=2[C:20]([O:22][CH2:23][CH3:24])=[O:21])[CH2:3][CH2:2]1.P(Cl)(Cl)(Cl)(Cl)[Cl:26], predict the reaction product.